Dataset: Full USPTO retrosynthesis dataset with 1.9M reactions from patents (1976-2016). Task: Predict the reactants needed to synthesize the given product. (1) Given the product [CH:43]1([C:46]2[CH:47]=[C:48]([CH3:83])[C:49]([N:52]3[CH2:53][CH2:54][N:55]([C:58]([C:60]4[CH:65]=[CH:64][C:63]([N:66]5[CH:70]([CH3:71])[CH2:69][NH:68][C:67]5=[O:81])=[CH:62][C:61]=4[F:82])=[O:59])[CH2:56][CH2:57]3)=[N:50][CH:51]=2)[CH2:44][CH2:45]1, predict the reactants needed to synthesize it. The reactants are: BrC1C=CC(C(N2CCN(C3C(C)=CC(C4CC4)=CN=3)CC2)=O)=C(F)C=1.COC1C=CC(CN2CC(C)NC2=O)=CC=1.[CH:43]1([C:46]2[CH:47]=[C:48]([CH3:83])[C:49]([N:52]3[CH2:57][CH2:56][N:55]([C:58]([C:60]4[CH:65]=[CH:64][C:63]([N:66]5[CH:70]([CH3:71])[CH2:69][N:68](CC6C=CC(OC)=CC=6)[C:67]5=[O:81])=[CH:62][C:61]=4[F:82])=[O:59])[CH2:54][CH2:53]3)=[N:50][CH:51]=2)[CH2:45][CH2:44]1. (2) Given the product [CH:2]([C:3]1[CH:8]=[CH:7][C:6]([CH2:9][C:10]([O:12][CH2:13][C:14]2[CH:19]=[CH:18][CH:17]=[CH:16][CH:15]=2)=[O:11])=[CH:5][CH:4]=1)=[O:29], predict the reactants needed to synthesize it. The reactants are: Br[CH2:2][C:3]1[CH:8]=[CH:7][C:6]([CH2:9][C:10]([O:12][CH2:13][C:14]2[CH:19]=[CH:18][CH:17]=[CH:16][CH:15]=2)=[O:11])=[CH:5][CH:4]=1.C(N(CC)CC)C.CS(C)=[O:29]. (3) Given the product [CH3:11][N:9]([CH3:10])[CH2:8][CH2:7][CH2:6][O:5][C:4]1[CH:12]=[CH:13][C:14]([N+:16]([O-:18])=[O:17])=[CH:15][C:3]=1[OH:2], predict the reactants needed to synthesize it. The reactants are: C[O:2][C:3]1[CH:15]=[C:14]([N+:16]([O-:18])=[O:17])[CH:13]=[CH:12][C:4]=1[O:5][CH2:6][CH2:7][CH2:8][N:9]([CH3:11])[CH3:10].C(=O)(O)[O-].[Na+]. (4) Given the product [CH3:28][O:27][C:24]1[N:23]2[N:29]=[C:30]([C:32]([F:35])([F:33])[F:34])[CH:31]=[C:22]2[C:21]([C:17]2[CH:16]=[C:15]3[C:20](=[CH:19][CH:18]=2)[N:11]([CH2:10][CH2:9][CH2:8][N:1]2[CH2:6][CH2:5][O:4][CH2:3][CH2:2]2)[C:12](=[O:36])[CH:13]=[CH:14]3)=[CH:26][CH:25]=1, predict the reactants needed to synthesize it. The reactants are: [NH:1]1[CH2:6][CH2:5][O:4][CH2:3][CH2:2]1.Br[CH2:8][CH2:9][CH2:10][N:11]1[C:20]2[C:15](=[CH:16][C:17]([C:21]3[C:22]4[N:23]([N:29]=[C:30]([C:32]([F:35])([F:34])[F:33])[CH:31]=4)[C:24]([O:27][CH3:28])=[CH:25][CH:26]=3)=[CH:18][CH:19]=2)[CH:14]=[CH:13][C:12]1=[O:36].O. (5) Given the product [Cl:1][C:2]1[CH:7]=[C:6]([O:8][CH3:9])[CH:5]=[CH:4][C:3]=1[C:10]1[N:11]=[C:12]([N:16]([C:20]2[CH:25]=[C:24]([C:26](=[O:27])[CH3:31])[CH:23]=[CH:22][C:21]=2[O:29][CH3:30])[CH2:17][CH2:18][CH3:19])[S:13][C:14]=1[CH3:15], predict the reactants needed to synthesize it. The reactants are: [Cl:1][C:2]1[CH:7]=[C:6]([O:8][CH3:9])[CH:5]=[CH:4][C:3]=1[C:10]1[N:11]=[C:12]([N:16]([C:20]2[CH:25]=[C:24]([C:26](O)=[O:27])[CH:23]=[CH:22][C:21]=2[O:29][CH3:30])[CH2:17][CH2:18][CH3:19])[S:13][C:14]=1[CH3:15].[CH3:31][Li]. (6) Given the product [CH:1]1([CH2:7][CH:8]=[O:9])[CH2:6][CH2:5][CH2:4][CH2:3][CH2:2]1, predict the reactants needed to synthesize it. The reactants are: [CH:1]1([CH2:7][CH2:8][OH:9])[CH2:6][CH2:5][CH2:4][CH2:3][CH2:2]1.C1C=C[NH+]=CC=1.[O-][Cr](Cl)(=O)=O. (7) The reactants are: [F:1][C:2]1[N:7]=[CH:6][C:5]([NH2:8])=[CH:4][CH:3]=1.N1C=CC=CC=1.Cl[C:16]([O:18][C:19]1[CH:24]=[CH:23][CH:22]=[CH:21][CH:20]=1)=[O:17].CCOC(C)=O. Given the product [F:1][C:2]1[N:7]=[CH:6][C:5]([NH:8][C:16](=[O:17])[O:18][C:19]2[CH:24]=[CH:23][CH:22]=[CH:21][CH:20]=2)=[CH:4][CH:3]=1, predict the reactants needed to synthesize it. (8) Given the product [F:23][C:24]1[CH:29]=[CH:28][CH:27]=[CH:26][C:25]=1[S:30]([NH:1][CH2:2][CH2:3][CH2:4][N:5]1[CH2:10][CH2:9][CH:8]([C:11]2[CH:12]=[C:13]([NH:17][C:18](=[O:22])[CH:19]([CH3:20])[CH3:21])[CH:14]=[CH:15][CH:16]=2)[CH2:7][CH2:6]1)(=[O:32])=[O:31], predict the reactants needed to synthesize it. The reactants are: [NH2:1][CH2:2][CH2:3][CH2:4][N:5]1[CH2:10][CH2:9][CH:8]([C:11]2[CH:12]=[C:13]([NH:17][C:18](=[O:22])[CH:19]([CH3:21])[CH3:20])[CH:14]=[CH:15][CH:16]=2)[CH2:7][CH2:6]1.[F:23][C:24]1[CH:29]=[CH:28][CH:27]=[CH:26][C:25]=1[S:30](Cl)(=[O:32])=[O:31]. (9) Given the product [Br:1][C:2]1[CH:3]=[C:4]2[C:9](=[CH:10][CH:11]=1)[N:8]=[CH:7][C:6]([C:12]([CH:14]1[CH2:16][CH2:15]1)=[O:13])=[C:5]2[N:25]1[CH2:26][CH2:27][C:22]2([CH2:18][N:19]([C:28]([O:30][C:31]([CH3:32])([CH3:33])[CH3:34])=[O:29])[CH2:20][CH2:21]2)[CH2:23][CH2:24]1, predict the reactants needed to synthesize it. The reactants are: [Br:1][C:2]1[CH:3]=[C:4]2[C:9](=[CH:10][CH:11]=1)[N:8]=[CH:7][C:6]([C:12]([CH:14]1[CH2:16][CH2:15]1)=[O:13])=[C:5]2Cl.[CH2:18]1[C:22]2([CH2:27][CH2:26][NH:25][CH2:24][CH2:23]2)[CH2:21][CH2:20][N:19]1[C:28]([O:30][C:31]([CH3:34])([CH3:33])[CH3:32])=[O:29].